From a dataset of Catalyst prediction with 721,799 reactions and 888 catalyst types from USPTO. Predict which catalyst facilitates the given reaction. (1) The catalyst class is: 5. Reactant: C([O:4][CH:5]1[CH:10]([CH3:11])[CH2:9][CH:8]([C:12]2[CH:17]=[CH:16][N:15]=[CH:14][C:13]=2[NH:18][C:19]([C:21]2[N:22]=[C:23]([C:26]3[C:31]([F:32])=[CH:30][CH:29]=[CH:28][C:27]=3[F:33])[S:24][CH:25]=2)=[O:20])[CH2:7][CH:6]1[NH:34][C:35]([O:37][C:38]([CH3:41])([CH3:40])[CH3:39])=[O:36])(=O)C.C(=O)([O-])[O-].[K+].[K+].O.C(OCC)(=O)C. Product: [F:32][C:31]1[CH:30]=[CH:29][CH:28]=[C:27]([F:33])[C:26]=1[C:23]1[S:24][CH:25]=[C:21]([C:19]([NH:18][C:13]2[CH:14]=[N:15][CH:16]=[CH:17][C:12]=2[CH:8]2[CH2:7][CH:6]([NH:34][C:35](=[O:36])[O:37][C:38]([CH3:39])([CH3:40])[CH3:41])[CH:5]([OH:4])[CH:10]([CH3:11])[CH2:9]2)=[O:20])[N:22]=1. (2) Reactant: C1(P(C2CCCCC2)C2C=CC=CC=2C2C=CC=CC=2)CCCCC1.Br[C:27]1[C:36]2[C:31](=[CH:32][CH:33]=[CH:34][CH:35]=2)[CH:30]=[CH:29][C:28]=1[F:37].[C:38]([N:45]1[CH2:50][CH2:49][NH:48][CH2:47][CH2:46]1)([O:40][C:41]([CH3:44])([CH3:43])[CH3:42])=[O:39].CC([O-])(C)C.[Na+]. Product: [C:41]([O:40][C:38]([N:45]1[CH2:50][CH2:49][N:48]([C:27]2[C:36]3[C:31](=[CH:32][CH:33]=[CH:34][CH:35]=3)[CH:30]=[CH:29][C:28]=2[F:37])[CH2:47][CH2:46]1)=[O:39])([CH3:44])([CH3:42])[CH3:43]. The catalyst class is: 318.